From a dataset of Catalyst prediction with 721,799 reactions and 888 catalyst types from USPTO. Predict which catalyst facilitates the given reaction. (1) Reactant: [C:1]([C:4]1[N:9]=[C:8]([C:10]2[CH2:15][CH2:14][N:13]([C:16]([O:18][C:19]([CH3:22])([CH3:21])[CH3:20])=[O:17])[CH2:12][CH:11]=2)[C:7]([F:23])=[CH:6][CH:5]=1)(=[O:3])[NH2:2]. Product: [C:1]([C:4]1[N:9]=[C:8]([CH:10]2[CH2:15][CH2:14][N:13]([C:16]([O:18][C:19]([CH3:21])([CH3:20])[CH3:22])=[O:17])[CH2:12][CH2:11]2)[C:7]([F:23])=[CH:6][CH:5]=1)(=[O:3])[NH2:2]. The catalyst class is: 105. (2) Reactant: [F:1][C:2]1[CH:7]=[CH:6][C:5]([NH:8][C:9]([C:11]2[N:12]([CH:39]([CH3:41])[CH3:40])[C:13]([CH2:29][CH2:30][CH:31]3[CH2:36][C@@H:35]([OH:37])[CH2:34][C:33](=[O:38])[O:32]3)=[C:14]([C:22]3[CH:27]=[CH:26][C:25]([F:28])=[CH:24][CH:23]=3)[C:15]=2[C:16]2[CH:21]=[CH:20][CH:19]=[CH:18][CH:17]=2)=[O:10])=[CH:4][CH:3]=1.C([OH:44])C.O.[OH-].[Na+:47]. Product: [Na+:47].[F:28][C:25]1[CH:26]=[CH:27][C:22]([C:14]2[C:15]([C:16]3[CH:17]=[CH:18][CH:19]=[CH:20][CH:21]=3)=[C:11]([C:9](=[O:10])[NH:8][C:5]3[CH:4]=[CH:3][C:2]([F:1])=[CH:7][CH:6]=3)[N:12]([CH:39]([CH3:40])[CH3:41])[C:13]=2[CH2:29][CH2:30][CH:31]([OH:32])[CH2:36][C@@H:35]([OH:37])[CH2:34][C:33]([O-:44])=[O:38])=[CH:23][CH:24]=1. The catalyst class is: 100. (3) Reactant: [Br:1][C:2]1[CH:3]=[C:4]([OH:8])[CH:5]=[CH:6][CH:7]=1.[OH-].[K+].CS(C)=O.[Br:15][C:16]([F:22])([F:21])[C:17]([F:20])([F:19])Br. Product: [Br:15][C:16]([F:22])([F:21])[C:17]([F:20])([F:19])[O:8][C:4]1[CH:3]=[C:2]([Br:1])[CH:7]=[CH:6][CH:5]=1. The catalyst class is: 113. (4) Reactant: [NH:1]1[C:5]2=[N:6][CH:7]=[CH:8][CH:9]=[C:4]2[C:3]([CH:10]=[C:11]2[O:15][C:14]([NH:16][C:17]3[CH:22]=[CH:21][C:20]([Cl:23])=[CH:19][CH:18]=3)=[C:13](C(OCC)=O)[C:12]2=[O:29])=[CH:2]1. Product: [NH:1]1[C:5]2=[N:6][CH:7]=[CH:8][CH:9]=[C:4]2[C:3]([CH:10]=[C:11]2[C:12](=[O:29])[CH:13]=[C:14]([NH:16][C:17]3[CH:18]=[CH:19][C:20]([Cl:23])=[CH:21][CH:22]=3)[O:15]2)=[CH:2]1. The catalyst class is: 9.